This data is from Tox21: 12 toxicity assays (nuclear receptors and stress response pathways). The task is: Binary classification across 12 toxicity assays. (1) The drug is COc1cc(O)c(C(=O)c2ccccc2)cc1S(=O)(=O)O. It tested positive (active) for: NR-AR (Androgen Receptor agonist activity). (2) The compound is CO[C@@H]1[C@@H](O[C@@H]2O[C@H](C)[C@@H](O[C@H]3C[C@@](C)(O)[C@@H](OC(=O)CC(C)C)[C@H](C)O3)[C@H](N(C)C)[C@H]2O)[C@@H](CC=O)C[C@@H](C)[C@@H](O)C=CC=CC[C@@H](C)OC(=O)C[C@H]1O. It tested positive (active) for: NR-AR (Androgen Receptor agonist activity), and NR-ER (Estrogen Receptor agonist activity).